From a dataset of Reaction yield outcomes from USPTO patents with 853,638 reactions. Predict the reaction yield, written as a fraction of the theoretical maximum amount of product (1.0 means a 100% yield; for example, 0.34 means a 34% yield). The catalyst is CN(C=O)C.C1COCC1. The yield is 0.220. The product is [F:8][C:4]1[CH:5]=[CH:6][CH:7]=[C:2]([F:1])[C:3]=1[N:9]1[C:14]2[N:15]=[C:16]([N:29]3[CH2:34][CH2:33][CH:32]([N:35]4[CH2:36][CH2:37][CH:38]([CH3:41])[CH2:39][CH2:40]4)[CH2:31][CH2:30]3)[N:17]=[C:18]([C:19]3[CH:20]=[C:21]([CH:25]=[CH:26][C:27]=3[CH3:28])[C:22]([NH:44][CH3:43])=[O:24])[C:13]=2[CH:12]=[CH:11][C:10]1=[O:42]. The reactants are [F:1][C:2]1[CH:7]=[CH:6][CH:5]=[C:4]([F:8])[C:3]=1[N:9]1[C:14]2[N:15]=[C:16]([N:29]3[CH2:34][CH2:33][CH:32]([N:35]4[CH2:40][CH2:39][CH:38]([CH3:41])[CH2:37][CH2:36]4)[CH2:31][CH2:30]3)[N:17]=[C:18]([C:19]3[CH:20]=[C:21]([CH:25]=[CH:26][C:27]=3[CH3:28])[C:22]([OH:24])=O)[C:13]=2[CH:12]=[CH:11][C:10]1=[O:42].[CH3:43][N:44](C(ON1N=NC2C=CC=CC1=2)=[N+](C)C)C.F[P-](F)(F)(F)(F)F.C(N(CC)CC)C.CN.